This data is from Reaction yield outcomes from USPTO patents with 853,638 reactions. The task is: Predict the reaction yield, written as a fraction of the theoretical maximum amount of product (1.0 means a 100% yield; for example, 0.34 means a 34% yield). The reactants are [C:1]1([S:7][C:8]2[CH:9]=[C:10]([CH:14]([N:18]3[CH:22]=[C:21]([C:23]4[C:24]5[CH:31]=[CH:30][N:29](COCC[Si](C)(C)C)[C:25]=5[N:26]=[CH:27][N:28]=4)[CH:20]=[N:19]3)[CH2:15][C:16]#[N:17])[CH:11]=[N:12][CH:13]=2)[CH:6]=[CH:5][CH:4]=[CH:3][CH:2]=1.C(Cl)Cl.[C:43]([OH:49])([C:45]([F:48])([F:47])[F:46])=[O:44].CO.C(N)CN. No catalyst specified. The product is [F:46][C:45]([F:48])([F:47])[C:43]([OH:49])=[O:44].[C:1]1([S:7][C:8]2[CH:9]=[C:10]([CH:14]([N:18]3[CH:22]=[C:21]([C:23]4[C:24]5[CH:31]=[CH:30][NH:29][C:25]=5[N:26]=[CH:27][N:28]=4)[CH:20]=[N:19]3)[CH2:15][C:16]#[N:17])[CH:11]=[N:12][CH:13]=2)[CH:2]=[CH:3][CH:4]=[CH:5][CH:6]=1. The yield is 0.581.